This data is from Full USPTO retrosynthesis dataset with 1.9M reactions from patents (1976-2016). The task is: Predict the reactants needed to synthesize the given product. (1) Given the product [CH2:3]([N:15]1[CH:14]=[CH:3][C:4]2[C:5](=[CH:6][N:12]=[CH:8][CH:9]=2)[C:17]1=[O:18])[C:4]1[CH:9]=[CH:8][CH:7]=[CH:6][CH:5]=1, predict the reactants needed to synthesize it. The reactants are: [H-].[Na+].[CH2:3](Cl)[C:4]1[CH:9]=[CH:8][CH:7]=[CH:6][CH:5]=1.[Cl-].[NH4+:12].O.[CH3:14][N:15]([CH:17]=[O:18])C. (2) Given the product [Br:22][C:19]1[CH:20]=[C:21]2[C:16](=[CH:17][CH:18]=1)[N:15]([CH3:32])[C:14](=[O:23])[C@H:13]([CH2:24][CH3:25])[N:12]2[S:9]([C:6]1[CH:7]=[CH:8][C:3]([OH:2])=[CH:4][CH:5]=1)(=[O:10])=[O:11], predict the reactants needed to synthesize it. The reactants are: C(=O)(OCC)[O:2][C:3]1[CH:8]=[CH:7][C:6]([S:9]([N:12]2[C:21]3[C:16](=[CH:17][CH:18]=[C:19]([Br:22])[CH:20]=3)[NH:15][C:14](=[O:23])[C@@H:13]2[CH2:24][CH3:25])(=[O:11])=[O:10])=[CH:5][CH:4]=1.IC.[CH2:32]([C@@H]1N(S(C2C=CC(O)=CC=2)(=O)=O)C2C(=CC=C(F)C=2)N(CCC)C1=O)C. (3) Given the product [CH3:2][O:3][C:4](=[O:15])[C:5]([N:7]1[CH2:12][CH2:11][CH:10]([SH:1])[CH2:9][CH2:8]1)([CH3:14])[CH3:6], predict the reactants needed to synthesize it. The reactants are: [SH2:1].[CH3:2][O:3][C:4](=[O:15])[C:5]([CH3:14])([N:7]1[CH2:12][CH2:11][C:10](=O)[CH2:9][CH2:8]1)[CH3:6].[BH4-].[Na+]. (4) Given the product [Cl:1][C:2]1[CH:3]=[C:4]2[C:10]([C:11]3[N:16]=[C:15]([NH:17][C@H:18]4[CH2:23][CH2:22][CH2:21][N:20]([CH2:24][C:25]([OH:27])=[O:26])[CH2:19]4)[C:14]([F:32])=[CH:13][N:12]=3)=[CH:9][NH:8][C:5]2=[N:6][CH:7]=1, predict the reactants needed to synthesize it. The reactants are: [Cl:1][C:2]1[CH:3]=[C:4]2[C:10]([C:11]3[N:16]=[C:15]([NH:17][C@H:18]4[CH2:23][CH2:22][CH2:21][N:20]([CH2:24][C:25]([O:27]C(C)(C)C)=[O:26])[CH2:19]4)[C:14]([F:32])=[CH:13][N:12]=3)=[CH:9][NH:8][C:5]2=[N:6][CH:7]=1.FC(F)(F)C(O)=O. (5) Given the product [OH:1][CH:2]([C:11]1[CH:12]=[CH:13][C:14]([C:17]2[N:21]=[C:20]([C:22]3[O:26][N:25]=[C:24]([C:27]4[CH:32]=[CH:31][CH:30]=[CH:29][CH:28]=4)[C:23]=3[C:33]([F:34])([F:36])[F:35])[O:19][N:18]=2)=[CH:15][CH:16]=1)[C:3]([NH:5][CH2:6][CH2:7][C:8]([N:38]1[CH2:43][CH:42]([OH:41])[CH2:39]1)=[O:10])=[O:4], predict the reactants needed to synthesize it. The reactants are: [OH:1][CH:2]([C:11]1[CH:16]=[CH:15][C:14]([C:17]2[N:21]=[C:20]([C:22]3[O:26][N:25]=[C:24]([C:27]4[CH:32]=[CH:31][CH:30]=[CH:29][CH:28]=4)[C:23]=3[C:33]([F:36])([F:35])[F:34])[O:19][N:18]=2)=[CH:13][CH:12]=1)[C:3]([NH:5][CH2:6][CH2:7][C:8]([OH:10])=O)=[O:4].C[N:38]1[CH2:43][CH2:42][O:41]C[CH2:39]1.CN(C(ON1N=NC2C=CC=NC1=2)=[N+](C)C)C.F[P-](F)(F)(F)(F)F.